This data is from Full USPTO retrosynthesis dataset with 1.9M reactions from patents (1976-2016). The task is: Predict the reactants needed to synthesize the given product. (1) Given the product [F:1][C:2]1[CH:3]=[CH:4][C:5]([C:8]([OH:16])([C:10]#[CH:11])[CH3:9])=[N:6][CH:7]=1, predict the reactants needed to synthesize it. The reactants are: [F:1][C:2]1[CH:3]=[CH:4][C:5]([C:8]([OH:16])([C:10]#[C:11][Si](C)(C)C)[CH3:9])=[N:6][CH:7]=1.[F-].[K+]. (2) Given the product [C:39]([O:23][C:19]1[CH:20]=[C:21]2[C:16](=[C:17]([N+:24]([O-:26])=[O:25])[CH:18]=1)[NH:15][C:14]([C:12]([NH:11][CH2:10][CH:9]([S:8][CH2:1][C:2]1[CH:3]=[CH:4][CH:5]=[CH:6][CH:7]=1)[CH:27]([O:28][CH3:29])[O:30][CH3:31])=[O:13])=[CH:22]2)(=[O:44])[C:40]([CH3:43])([CH3:42])[CH3:41], predict the reactants needed to synthesize it. The reactants are: [CH2:1]([S:8][CH:9]([CH:27]([O:30][CH3:31])[O:28][CH3:29])[CH2:10][NH:11][C:12]([C:14]1[NH:15][C:16]2[C:21]([CH:22]=1)=[CH:20][C:19]([OH:23])=[CH:18][C:17]=2[N+:24]([O-:26])=[O:25])=[O:13])[C:2]1[CH:7]=[CH:6][CH:5]=[CH:4][CH:3]=1.C(N(CC)CC)C.[C:39](Cl)(=[O:44])[C:40]([CH3:43])([CH3:42])[CH3:41]. (3) Given the product [Cl:2][C:3]1[S:7][C:6]([C:8]([CH:10]2[CH2:15][CH2:14][N:13]([CH2:17][CH2:18][C@H:19]3[CH2:24][CH2:23][C@H:22]([NH:25][C:26](=[O:28])[CH3:27])[CH2:21][CH2:20]3)[CH2:12][CH2:11]2)=[O:9])=[CH:5][CH:4]=1, predict the reactants needed to synthesize it. The reactants are: Cl.[Cl:2][C:3]1[S:7][C:6]([C:8]([CH:10]2[CH2:15][CH2:14][NH:13][CH2:12][CH2:11]2)=[O:9])=[CH:5][CH:4]=1.O=[CH:17][CH2:18][C@H:19]1[CH2:24][CH2:23][C@H:22]([NH:25][C:26](=[O:28])[CH3:27])[CH2:21][CH2:20]1. (4) Given the product [C:12]([C:13]1[C:21]2[C:16](=[CH:17][CH:18]=[CH:19][CH:20]=2)[NH:15][N:14]=1)#[CH:11], predict the reactants needed to synthesize it. The reactants are: C(=O)([O-])[O-].[K+].[K+].C[Si]([C:11]#[C:12][C:13]1[C:21]2[C:16](=[CH:17][CH:18]=[CH:19][CH:20]=2)[N:15](C(OC(C)(C)C)=O)[N:14]=1)(C)C. (5) The reactants are: O1C=CC=C1[C:6]([N:8]1[C:17]2[C:12](=[CH:13][CH:14]=[C:15]([C:18]3[CH:23]=CC(S(C)(=O)=O)=C[CH:19]=3)[CH:16]=2)[NH:11][C@@H:10]([CH3:28])[CH2:9]1)=[O:7].O1C=C[CH:31]=[C:30]1C(Cl)=O.CC1(C)C(C)(C)OB([N:45]2[CH:49]=[CH:48][CH:47]=[N:46]2)O1.CS(C1C=CC(B(O)O)=CC=1)(=O)=[O:53]. Given the product [CH:49]1([N:45]2[CH:19]=[C:18]([C:15]3[CH:16]=[C:17]4[C:12]([NH:11][C@@H:10]([CH3:28])[CH2:9][N:8]4[C:6]([O:7][CH2:30][CH3:31])=[O:53])=[CH:13][CH:14]=3)[CH:23]=[N:46]2)[CH2:48][CH2:47]1, predict the reactants needed to synthesize it. (6) Given the product [CH3:16][CH:15]([CH3:17])[CH:14]([C:5]1[CH:6]=[CH:7][C:2]([Br:1])=[N:3][CH:4]=1)[OH:18], predict the reactants needed to synthesize it. The reactants are: [Br:1][C:2]1[CH:7]=[CH:6][C:5](Br)=[CH:4][N:3]=1.C([Mg]Cl)(C)C.[CH:14](=[O:18])[CH:15]([CH3:17])[CH3:16]. (7) Given the product [CH:21]([C:7]1[N:8]=[C:9]([C:11]2[CH:16]=[CH:15][C:14]([C:17]([F:19])([F:20])[F:18])=[CH:13][CH:12]=2)[S:10][C:6]=1[C:4]([OH:5])=[O:3])([CH3:23])[CH3:22], predict the reactants needed to synthesize it. The reactants are: C([O:3][C:4]([C:6]1[S:10][C:9]([C:11]2[CH:16]=[CH:15][C:14]([C:17]([F:20])([F:19])[F:18])=[CH:13][CH:12]=2)=[N:8][C:7]=1[CH:21]([CH3:23])[CH3:22])=[O:5])C.[OH-].[Na+].Cl. (8) Given the product [Si:10]([O:9][CH2:8][C:6]1[C:5]([O:17][CH3:18])=[CH:4][CH:3]=[C:2]([C:35]#[C:34][Si:31]([CH3:33])([CH3:32])[CH3:30])[N:7]=1)([C:13]([CH3:16])([CH3:15])[CH3:14])([CH3:12])[CH3:11], predict the reactants needed to synthesize it. The reactants are: Br[C:2]1[N:7]=[C:6]([CH2:8][O:9][Si:10]([C:13]([CH3:16])([CH3:15])[CH3:14])([CH3:12])[CH3:11])[C:5]([O:17][CH3:18])=[CH:4][CH:3]=1.BrC1N=C(CO)C(OC)=CC=1.[CH3:30][Si:31]([C:34]#[CH:35])([CH3:33])[CH3:32]. (9) The reactants are: [Br:1][C:2]1[CH:3]=[C:4]2[C:8](=[CH:9][CH:10]=1)[N:7]([CH:11]1[CH2:16][CH2:15][CH2:14][CH2:13][O:12]1)[N:6]=[C:5]2I.[Cl:18][C:19]1[S:20][C:21]([Sn](CCCC)(CCCC)CCCC)=[CH:22][N:23]=1. Given the product [Br:1][C:2]1[CH:3]=[C:4]2[C:8](=[CH:9][CH:10]=1)[N:7]([CH:11]1[CH2:16][CH2:15][CH2:14][CH2:13][O:12]1)[N:6]=[C:5]2[C:21]1[S:20][C:19]([Cl:18])=[N:23][CH:22]=1, predict the reactants needed to synthesize it.